This data is from Forward reaction prediction with 1.9M reactions from USPTO patents (1976-2016). The task is: Predict the product of the given reaction. (1) Given the reactants [F:1][C:2]1[CH:7]=[CH:6][C:5]([NH:8][C:9]([C:11]2([C:14]([NH:16][C:17]3[CH:22]=[CH:21][C:20]([O:23][C:24]4[C:33]5[C:28](=[CH:29][C:30]([OH:36])=[C:31]([O:34][CH3:35])[CH:32]=5)[N:27]=[CH:26][CH:25]=4)=[C:19]([F:37])[CH:18]=3)=[O:15])[CH2:13][CH2:12]2)=[O:10])=[CH:4][CH:3]=1.C(=O)([O-])[O-].[K+].[K+].Cl.Cl[CH2:46][CH2:47][CH2:48][N:49]1[CH2:54][CH2:53][O:52][CH2:51][CH2:50]1.C1(O)C=CC=CC=1, predict the reaction product. The product is: [F:37][C:19]1[CH:18]=[C:17]([NH:16][C:14]([C:11]2([C:9]([NH:8][C:5]3[CH:6]=[CH:7][C:2]([F:1])=[CH:3][CH:4]=3)=[O:10])[CH2:12][CH2:13]2)=[O:15])[CH:22]=[CH:21][C:20]=1[O:23][C:24]1[C:33]2[C:28](=[CH:29][C:30]([O:36][CH2:46][CH2:47][CH2:48][N:49]3[CH2:54][CH2:53][O:52][CH2:51][CH2:50]3)=[C:31]([O:34][CH3:35])[CH:32]=2)[N:27]=[CH:26][CH:25]=1. (2) Given the reactants [Cl:1][C:2]1[C:7]([N+:8]([O-])=O)=[C:6]([NH:11][CH3:12])[CH:5]=[C:4]([Cl:13])[N:3]=1.[Sn](Cl)(Cl)Cl.Cl.[OH-].[Na+], predict the reaction product. The product is: [Cl:1][C:2]1[C:7]([NH2:8])=[C:6]([NH:11][CH3:12])[CH:5]=[C:4]([Cl:13])[N:3]=1.